From a dataset of Full USPTO retrosynthesis dataset with 1.9M reactions from patents (1976-2016). Predict the reactants needed to synthesize the given product. (1) Given the product [CH3:5][O:7][C:8]1([O:23][CH3:22])[CH2:10][C:4]([C:5]([O:7][CH:8]([CH3:9])[CH3:10])=[O:6])([C:3]([O:12][CH:13]([CH3:15])[CH3:14])=[O:11])[CH2:9]1, predict the reactants needed to synthesize it. The reactants are: [H-].[Na+].[C:3]([O:12][CH:13]([CH3:15])[CH3:14])(=[O:11])[CH2:4][C:5]([O:7][CH:8]([CH3:10])[CH3:9])=[O:6].[H][H].[Cl-].[NH4+].CN(C)[CH:22]=[O:23]. (2) Given the product [C:7]1([C:13]2[O:17][N:16]=[C:15]([CH2:18][NH:25][CH2:26][C:27]([N:29]3[CH2:30][CH2:31][N:32]([C:35](=[O:46])[C:36]4[CH:41]=[CH:40][CH:39]=[CH:38][C:37]=4[C:42]([F:45])([F:43])[F:44])[CH2:33][CH2:34]3)=[O:28])[CH:14]=2)[CH:8]=[CH:9][CH:10]=[CH:11][CH:12]=1, predict the reactants needed to synthesize it. The reactants are: C([O-])([O-])=O.[K+].[K+].[C:7]1([C:13]2[O:17][N:16]=[C:15]([CH2:18]OS(C)(=O)=O)[CH:14]=2)[CH:12]=[CH:11][CH:10]=[CH:9][CH:8]=1.Cl.[NH2:25][CH2:26][C:27]([N:29]1[CH2:34][CH2:33][N:32]([C:35](=[O:46])[C:36]2[CH:41]=[CH:40][CH:39]=[CH:38][C:37]=2[C:42]([F:45])([F:44])[F:43])[CH2:31][CH2:30]1)=[O:28].O. (3) Given the product [CH3:43][C:31]1[N:30]([CH2:29][C:26]2[CH:27]=[CH:28][C:23]([C:18]3[C:17]([C:15]([OH:16])=[O:14])=[CH:22][CH:21]=[CH:20][CH:19]=3)=[CH:24][CH:25]=2)[C:38]2[C:33]([C:32]=1[CH3:42])=[CH:34][C:35]([C:39](=[O:40])[NH:9][C@H:7]([C:2]1[CH:3]=[CH:4][CH:5]=[CH:6][N:1]=1)[CH3:8])=[CH:36][CH:37]=2, predict the reactants needed to synthesize it. The reactants are: [N:1]1[CH:6]=[CH:5][CH:4]=[CH:3][C:2]=1[C@@H:7]([NH2:9])[CH3:8].C([O:14][C:15]([C:17]1[CH:22]=[CH:21][CH:20]=[CH:19][C:18]=1[C:23]1[CH:28]=[CH:27][C:26]([CH2:29][N:30]2[C:38]3[C:33](=[CH:34][C:35]([C:39](O)=[O:40])=[CH:36][CH:37]=3)[C:32]([CH3:42])=[C:31]2[CH3:43])=[CH:25][CH:24]=1)=[O:16])(C)(C)C. (4) Given the product [CH3:24][C:12]1[CH:17]=[C:16]([CH3:18])[CH:15]=[C:14]([CH3:19])[C:13]=1[S:20]([NH:3][CH2:2][CH2:1][NH:4][S:20]([C:13]1[C:12]([CH3:24])=[CH:17][C:16]([CH3:18])=[CH:15][C:10]=1[CH3:11])(=[O:22])=[O:21])(=[O:22])=[O:21], predict the reactants needed to synthesize it. The reactants are: [CH2:1]([NH2:4])[CH2:2][NH2:3].C(N([CH2:10][CH3:11])CC)C.[C:12]1([CH3:24])[CH:17]=[C:16]([CH3:18])[CH:15]=[C:14]([CH3:19])[C:13]=1[S:20](Cl)(=[O:22])=[O:21].